This data is from Forward reaction prediction with 1.9M reactions from USPTO patents (1976-2016). The task is: Predict the product of the given reaction. (1) Given the reactants CCN(C(C)C)C(C)C.Cl.[NH2:11][CH2:12][C:13]([N:15]1[CH2:20][CH2:19][N:18]([C:21](=[O:32])[C:22]2[CH:27]=[CH:26][CH:25]=[CH:24][C:23]=2[C:28]([F:31])([F:30])[F:29])[CH2:17][CH2:16]1)=[O:14].C1C=CC2N(O)N=NC=2C=1.CCN=C=NCCCN(C)C.[N:54]1([C:59]2[CH:67]=[CH:66][C:62]([C:63](O)=[O:64])=[CH:61][CH:60]=2)[CH:58]=[CH:57][N:56]=[CH:55]1, predict the reaction product. The product is: [N:54]1([C:59]2[CH:60]=[CH:61][C:62]([C:63]([NH:11][CH2:12][C:13](=[O:14])[N:15]3[CH2:16][CH2:17][N:18]([C:21](=[O:32])[C:22]4[CH:27]=[CH:26][CH:25]=[CH:24][C:23]=4[C:28]([F:31])([F:29])[F:30])[CH2:19][CH2:20]3)=[O:64])=[CH:66][CH:67]=2)[CH:58]=[CH:57][N:56]=[CH:55]1. (2) Given the reactants Cl[C:2]1[C:7]2[C:8](=[O:22])[N:9]([CH2:11][C:12]3[CH:17]=[CH:16][C:15]([O:18][CH3:19])=[CH:14][C:13]=3[O:20][CH3:21])[CH2:10][C:6]=2[C:5]([F:23])=[C:4]([NH:24][C@H:25]([CH2:29][CH:30]([CH3:32])[CH3:31])[C:26]([NH2:28])=[O:27])[N:3]=1.[CH3:33][N:34]1[CH:38]=[C:37](B2OC(C)(C)C(C)(C)O2)[CH:36]=[N:35]1, predict the reaction product. The product is: [CH3:21][O:20][C:13]1[CH:14]=[C:15]([O:18][CH3:19])[CH:16]=[CH:17][C:12]=1[CH2:11][N:9]1[CH2:10][C:6]2[C:5]([F:23])=[C:4]([NH:24][C@H:25]([CH2:29][CH:30]([CH3:32])[CH3:31])[C:26]([NH2:28])=[O:27])[N:3]=[C:2]([C:37]3[CH:36]=[N:35][N:34]([CH3:33])[CH:38]=3)[C:7]=2[C:8]1=[O:22]. (3) Given the reactants C(OC([N:8]1[CH2:13][CH2:12][N:11]([C:14]2[C:19]([C:20]([F:23])([F:22])[F:21])=[CH:18][C:17]([C:24]3[N:31]4[C:27]([S:28][C:29]([C:32]5[CH:37]=[CH:36][C:35]([O:38][CH3:39])=[C:34]([O:40][CH3:41])[CH:33]=5)=[N:30]4)=[N:26][CH:25]=3)=[CH:16][N:15]=2)[CH2:10][CH2:9]1)=O)(C)(C)C.[ClH:42], predict the reaction product. The product is: [CH3:41][O:40][C:34]1[CH:33]=[C:32]([C:29]2[S:28][C:27]3=[N:26][CH:25]=[C:24]([C:17]4[CH:16]=[N:15][C:14]([N:11]5[CH2:10][CH2:9][NH:8][CH2:13][CH2:12]5)=[C:19]([C:20]([F:22])([F:23])[F:21])[CH:18]=4)[N:31]3[N:30]=2)[CH:37]=[CH:36][C:35]=1[O:38][CH3:39].[ClH:42]. (4) Given the reactants [Br:1][C:2]1[S:6][C:5]([C:7](=[O:9])[CH3:8])=[CH:4][CH:3]=1.[CH3:10][Mg]Br, predict the reaction product. The product is: [Br:1][C:2]1[S:6][C:5]([C:7]([OH:9])([CH3:10])[CH3:8])=[CH:4][CH:3]=1. (5) The product is: [Cl:1][C:2]1[CH:3]=[C:4]([C:9]([O:11][CH3:16])=[O:10])[CH:5]=[N:6][C:7]=1[Cl:8]. Given the reactants [Cl:1][C:2]1[CH:3]=[C:4]([C:9]([OH:11])=[O:10])[CH:5]=[N:6][C:7]=1[Cl:8].S(Cl)(Cl)=O.[CH3:16]O, predict the reaction product. (6) Given the reactants C(OC(=O)[NH:7][C@@H:8]1[C:14](=[O:15])[N:13]([CH3:16])[C:12]2[CH:17]=[CH:18][CH:19]=[CH:20][C:11]=2[N:10]([C:21](=[O:28])[C:22]2[CH:27]=[CH:26][CH:25]=[CH:24][CH:23]=2)[CH2:9]1)(C)(C)C, predict the reaction product. The product is: [NH2:7][C@@H:8]1[C:14](=[O:15])[N:13]([CH3:16])[C:12]2[CH:17]=[CH:18][CH:19]=[CH:20][C:11]=2[N:10]([C:21](=[O:28])[C:22]2[CH:23]=[CH:24][CH:25]=[CH:26][CH:27]=2)[CH2:9]1.